Dataset: Full USPTO retrosynthesis dataset with 1.9M reactions from patents (1976-2016). Task: Predict the reactants needed to synthesize the given product. (1) Given the product [N+:14]([C:17]1[CH:18]=[CH:19][C:20]([S:23]([N:1]2[CH2:6][CH2:5][O:4][CH2:3][CH2:2]2)(=[O:25])=[O:24])=[CH:21][CH:22]=1)([O-:16])=[O:15], predict the reactants needed to synthesize it. The reactants are: [NH:1]1[CH2:6][CH2:5][O:4][CH2:3][CH2:2]1.C(N(CC)CC)C.[N+:14]([C:17]1[CH:22]=[CH:21][C:20]([S:23](Cl)(=[O:25])=[O:24])=[CH:19][CH:18]=1)([O-:16])=[O:15]. (2) Given the product [CH2:37]([NH:38][C:19](=[O:20])[C:18]1[CH:22]=[CH:23][C:15]([N:13]2[CH2:12][C:10]3[CH2:11][N:7]([C:5](=[O:6])[C:4]4[CH:24]=[CH:25][CH:26]=[CH:27][C:3]=4[C:2]([F:29])([F:1])[F:28])[CH2:8][C:9]=3[CH2:14]2)=[N:16][CH:17]=1)[CH2:36][C:30]1[CH:35]=[CH:34][CH:33]=[CH:32][CH:31]=1, predict the reactants needed to synthesize it. The reactants are: [F:1][C:2]([F:29])([F:28])[C:3]1[CH:27]=[CH:26][CH:25]=[CH:24][C:4]=1[C:5]([N:7]1[CH2:11][C:10]2[CH2:12][N:13]([C:15]3[CH:23]=[CH:22][C:18]([C:19](O)=[O:20])=[CH:17][N:16]=3)[CH2:14][C:9]=2[CH2:8]1)=[O:6].[C:30]1([CH2:36][CH2:37][NH2:38])[CH:35]=[CH:34][CH:33]=[CH:32][CH:31]=1. (3) Given the product [O:36]=[S:4]1(=[O:3])[CH2:9][CH2:8][CH2:7][CH2:6][N:5]1[C:10]1[N:19]=[C:18]([C:20]([NH:22][CH2:23][C:24]2[CH:29]=[CH:28][C:27]([F:30])=[CH:26][C:25]=2[C:31]([NH:33][CH3:34])=[O:32])=[O:21])[C:17]([O-:35])=[C:16]2[C:11]=1[CH:12]=[CH:13][CH:14]=[N:15]2.[Na+:2], predict the reactants needed to synthesize it. The reactants are: [OH-].[Na+:2].[O:3]=[S:4]1(=[O:36])[CH2:9][CH2:8][CH2:7][CH2:6][N:5]1[C:10]1[N:19]=[C:18]([C:20]([NH:22][CH2:23][C:24]2[CH:29]=[CH:28][C:27]([F:30])=[CH:26][C:25]=2[C:31]([NH:33][CH3:34])=[O:32])=[O:21])[C:17]([OH:35])=[C:16]2[C:11]=1[CH:12]=[CH:13][CH:14]=[N:15]2.CC(C)=O.C(#N)C. (4) Given the product [O:9]1[CH:13]=[CH:12][CH:11]=[C:10]1[C:14]1[N:29]=[C:17]2[N:18]=[C:19]([N:23]([CH3:28])[CH2:24][CH2:25][N:26]([CH3:27])[CH2:2][C:3]3[CH:7]=[C:6]([CH3:8])[O:5][N:4]=3)[N:20]=[C:21]([NH2:22])[N:16]2[N:15]=1, predict the reactants needed to synthesize it. The reactants are: Cl[CH2:2][C:3]1[CH:7]=[C:6]([CH3:8])[O:5][N:4]=1.[O:9]1[CH:13]=[CH:12][CH:11]=[C:10]1[C:14]1[N:29]=[C:17]2[N:18]=[C:19]([N:23]([CH3:28])[CH2:24][CH2:25][NH:26][CH3:27])[N:20]=[C:21]([NH2:22])[N:16]2[N:15]=1.CCN(CC)CC.